From a dataset of Full USPTO retrosynthesis dataset with 1.9M reactions from patents (1976-2016). Predict the reactants needed to synthesize the given product. Given the product [Cl:1][C:2]1[CH:3]=[C:4]([NH:5][C:37](=[O:39])[NH:55][C@@H:56]([CH2:57][CH2:58][CH2:59][NH:60][C:61]([NH2:62])=[NH:63])[C:64]([OH:66])=[O:65])[CH:6]=[C:7]([F:35])[C:8]=1[CH2:9][S:10][C:11]1[N:12]([C:28]2[CH:29]=[CH:30][C:31]([F:34])=[CH:32][CH:33]=2)[C:13]([C:16]([C:19]2[CH:24]=[CH:23][C:22]([Cl:25])=[C:21]([O:26][CH3:27])[CH:20]=2)([CH3:17])[CH3:18])=[CH:14][N:15]=1, predict the reactants needed to synthesize it. The reactants are: [Cl:1][C:2]1[CH:3]=[C:4]([CH:6]=[C:7]([F:35])[C:8]=1[CH2:9][S:10][C:11]1[N:12]([C:28]2[CH:33]=[CH:32][C:31]([F:34])=[CH:30][CH:29]=2)[C:13]([C:16]([C:19]2[CH:24]=[CH:23][C:22]([Cl:25])=[C:21]([O:26][CH3:27])[CH:20]=2)([CH3:18])[CH3:17])=[CH:14][N:15]=1)[NH2:5].Cl[C:37](Cl)([O:39]C(=O)OC(Cl)(Cl)Cl)Cl.CCN(CC)CC.[NH2:55][C@H:56]([C:64]([OH:66])=[O:65])[CH2:57][CH2:58][CH2:59][NH:60][C:61](=[NH:63])[NH2:62].C(O)(C(F)(F)F)=O.